This data is from Retrosynthesis with 50K atom-mapped reactions and 10 reaction types from USPTO. The task is: Predict the reactants needed to synthesize the given product. (1) Given the product CC(=O)NC(CCc1ccc(C(O)CCCCc2ccccc2)cc1)(CO[Si](C)(C)C(C)(C)C)CO[Si](C)(C)C(C)(C)C, predict the reactants needed to synthesize it. The reactants are: BrCCCCc1ccccc1.CC(=O)NC(CCc1ccc(C=O)cc1)(CO[Si](C)(C)C(C)(C)C)CO[Si](C)(C)C(C)(C)C. (2) Given the product CC(C)OC(=O)N1CCC(Oc2ccc(-c3ccc(C[C@H](NC(=O)OC(C)(C)C)C(=O)N4CCC(F)(F)C4)c(F)c3)cn2)CC1, predict the reactants needed to synthesize it. The reactants are: CC(C)(C)OC(=O)N[C@@H](Cc1ccc(OS(=O)(=O)C(F)(F)F)cc1F)C(=O)N1CCC(F)(F)C1.CC(C)OC(=O)N1CCC(Oc2ccc(B3OC(C)(C)C(C)(C)O3)cn2)CC1.